Dataset: Full USPTO retrosynthesis dataset with 1.9M reactions from patents (1976-2016). Task: Predict the reactants needed to synthesize the given product. Given the product [I:3][C:4]1[CH:11]=[C:10]([O:12][CH3:13])[C:9]([O:14][CH:15]([CH3:17])[CH3:16])=[CH:8][C:5]=1[CH:6]([OH:7])[CH3:2], predict the reactants needed to synthesize it. The reactants are: I[CH3:2].[I:3][C:4]1[CH:11]=[C:10]([O:12][CH3:13])[C:9]([O:14][CH:15]([CH3:17])[CH3:16])=[CH:8][C:5]=1[CH:6]=[O:7].[NH4+].[Cl-].